This data is from NCI-60 drug combinations with 297,098 pairs across 59 cell lines. The task is: Regression. Given two drug SMILES strings and cell line genomic features, predict the synergy score measuring deviation from expected non-interaction effect. (1) Drug 1: C1=NC2=C(N=C(N=C2N1C3C(C(C(O3)CO)O)F)Cl)N. Drug 2: CS(=O)(=O)OCCCCOS(=O)(=O)C. Cell line: SNB-75. Synergy scores: CSS=2.81, Synergy_ZIP=-1.21, Synergy_Bliss=3.16, Synergy_Loewe=0.590, Synergy_HSA=1.49. (2) Drug 1: CCCS(=O)(=O)NC1=C(C(=C(C=C1)F)C(=O)C2=CNC3=C2C=C(C=N3)C4=CC=C(C=C4)Cl)F. Drug 2: CC1=CC=C(C=C1)C2=CC(=NN2C3=CC=C(C=C3)S(=O)(=O)N)C(F)(F)F. Cell line: MALME-3M. Synergy scores: CSS=62.2, Synergy_ZIP=12.4, Synergy_Bliss=13.2, Synergy_Loewe=-16.0, Synergy_HSA=11.5. (3) Drug 1: CN1CCC(CC1)COC2=C(C=C3C(=C2)N=CN=C3NC4=C(C=C(C=C4)Br)F)OC. Drug 2: CN1C(=O)N2C=NC(=C2N=N1)C(=O)N. Cell line: OVCAR-4. Synergy scores: CSS=6.71, Synergy_ZIP=-1.03, Synergy_Bliss=-0.370, Synergy_Loewe=-10.2, Synergy_HSA=-3.93. (4) Drug 1: CC1CC2C3CCC4=CC(=O)C=CC4(C3(C(CC2(C1(C(=O)CO)O)C)O)F)C. Drug 2: CCN(CC)CCNC(=O)C1=C(NC(=C1C)C=C2C3=C(C=CC(=C3)F)NC2=O)C. Cell line: HCT116. Synergy scores: CSS=62.1, Synergy_ZIP=4.16, Synergy_Bliss=2.11, Synergy_Loewe=-29.7, Synergy_HSA=3.60. (5) Drug 1: C1C(C(OC1N2C=C(C(=O)NC2=O)F)CO)O. Drug 2: CCN(CC)CCCC(C)NC1=C2C=C(C=CC2=NC3=C1C=CC(=C3)Cl)OC. Cell line: COLO 205. Synergy scores: CSS=49.1, Synergy_ZIP=2.67, Synergy_Bliss=3.23, Synergy_Loewe=4.35, Synergy_HSA=8.04. (6) Synergy scores: CSS=15.8, Synergy_ZIP=1.43, Synergy_Bliss=5.93, Synergy_Loewe=3.25, Synergy_HSA=6.39. Cell line: MDA-MB-231. Drug 1: CC12CCC(CC1=CCC3C2CCC4(C3CC=C4C5=CN=CC=C5)C)O. Drug 2: CC(C1=C(C=CC(=C1Cl)F)Cl)OC2=C(N=CC(=C2)C3=CN(N=C3)C4CCNCC4)N. (7) Cell line: BT-549. Drug 1: CS(=O)(=O)CCNCC1=CC=C(O1)C2=CC3=C(C=C2)N=CN=C3NC4=CC(=C(C=C4)OCC5=CC(=CC=C5)F)Cl. Synergy scores: CSS=4.21, Synergy_ZIP=-2.31, Synergy_Bliss=1.72, Synergy_Loewe=2.03, Synergy_HSA=2.07. Drug 2: C(CC(=O)O)C(=O)CN.Cl. (8) Drug 1: CCCCCOC(=O)NC1=NC(=O)N(C=C1F)C2C(C(C(O2)C)O)O. Drug 2: C1=NC2=C(N=C(N=C2N1C3C(C(C(O3)CO)O)F)Cl)N. Cell line: A498. Synergy scores: CSS=1.88, Synergy_ZIP=-2.14, Synergy_Bliss=-4.49, Synergy_Loewe=-3.51, Synergy_HSA=-3.57.